Dataset: Full USPTO retrosynthesis dataset with 1.9M reactions from patents (1976-2016). Task: Predict the reactants needed to synthesize the given product. (1) The reactants are: [CH3:1][CH2:2][CH2:3][C:4](=[O:8])[CH2:5][CH2:6][CH3:7].[N:9]1([CH2:15][CH2:16][CH2:17][O:18][C:19]2[CH:24]=[CH:23][C:22]([Mg]Br)=[CH:21][CH:20]=2)[CH2:14][CH2:13][CH2:12][CH2:11][CH2:10]1. Given the product [OH:8][C:4]([C:22]1[CH:23]=[CH:24][C:19]([O:18][CH2:17][CH2:16][CH2:15][N:9]2[CH2:14][CH2:13][CH2:12][CH2:11][CH2:10]2)=[CH:20][CH:21]=1)([CH2:5][CH2:6][CH3:7])[CH2:3][CH2:2][CH3:1], predict the reactants needed to synthesize it. (2) Given the product [CH3:1][O:2][C:3]1[CH:10]=[CH:9][C:6]([CH2:7][NH:23][C:22]2[CH:24]=[CH:25][C:19]([CH2:11][CH2:12][CH2:13][CH2:14][CH2:15][CH2:16][CH2:17][CH3:18])=[CH:20][CH:21]=2)=[CH:5][CH:4]=1, predict the reactants needed to synthesize it. The reactants are: [CH3:1][O:2][C:3]1[CH:10]=[CH:9][C:6]([CH:7]=O)=[CH:5][CH:4]=1.[CH2:11]([C:19]1[CH:25]=[CH:24][C:22]([NH2:23])=[CH:21][CH:20]=1)[CH2:12][CH2:13][CH2:14][CH2:15][CH2:16][CH2:17][CH3:18]. (3) Given the product [OH:5][C:6]1[C:15](=[O:16])[N:14]2[C:9]([C:10]3([CH2:20][CH2:19][CH2:18][CH2:17]3)[O:11][CH2:12][CH2:13]2)=[N:8][C:7]=1[C:21]([O:23][CH2:24][CH3:25])=[O:22], predict the reactants needed to synthesize it. The reactants are: CS([O:5][C:6]1[C:15](=[O:16])[N:14]2[C:9]([C:10]3([CH2:20][CH2:19][CH2:18][CH2:17]3)[O:11][CH2:12][CH2:13]2)=[N:8][C:7]=1[C:21]([O:23][CH2:24][CH3:25])=[O:22])(=O)=O.CC[O-].[Na+].CCO. (4) Given the product [F:12][C:13]1[CH:20]=[CH:19][C:16]([CH:17]=[C:5]([CH2:1][CH2:2][CH2:3][CH3:4])[C:6]([OH:8])=[O:7])=[CH:15][C:14]=1[CH3:21], predict the reactants needed to synthesize it. The reactants are: [CH2:1]([CH:5](C(O)=O)[C:6]([OH:8])=[O:7])[CH2:2][CH2:3][CH3:4].[F:12][C:13]1[CH:20]=[CH:19][C:16]([CH:17]=O)=[CH:15][C:14]=1[CH3:21].N1CCCCC1.Cl. (5) Given the product [C:36]([NH:1][CH2:2][C:3]([C:6]1[NH:7][C:8]2[C:13]([CH:14]=1)=[CH:12][C:11]([NH:15][C:16]([C:18]1([C:21]3[CH:29]=[CH:28][C:24]4[O:25][CH2:26][O:27][C:23]=4[CH:22]=3)[CH2:20][CH2:19]1)=[O:17])=[CH:10][CH:9]=2)([CH3:4])[CH3:5])(=[O:38])[CH3:37], predict the reactants needed to synthesize it. The reactants are: [NH2:1][CH2:2][C:3]([C:6]1[NH:7][C:8]2[C:13]([CH:14]=1)=[CH:12][C:11]([NH:15][C:16]([C:18]1([C:21]3[CH:29]=[CH:28][C:24]4[O:25][CH2:26][O:27][C:23]=4[CH:22]=3)[CH2:20][CH2:19]1)=[O:17])=[CH:10][CH:9]=2)([CH3:5])[CH3:4].N1C=CC=CC=1.[C:36](OC(=O)C)(=[O:38])[CH3:37].O. (6) Given the product [CH:45]1([N:38]2[C:39]3[CH:44]=[CH:43][CH:42]=[CH:41][C:40]=3[N:36]([CH2:35][CH2:34][CH2:33][N:9]3[CH2:8][CH2:7][C:6]4([N:5]([C:12]5[CH:13]=[CH:14][CH:15]=[CH:16][CH:17]=5)[CH2:4][N:3]([CH2:18][C:19]5[CH:31]=[CH:30][CH:29]=[CH:28][C:20]=5[C:21]([O:23][C:24]([CH3:27])([CH3:25])[CH3:26])=[O:22])[C:2]4=[O:1])[CH2:11][CH2:10]3)[C:37]2=[O:48])[CH2:47][CH2:46]1, predict the reactants needed to synthesize it. The reactants are: [O:1]=[C:2]1[C:6]2([CH2:11][CH2:10][NH:9][CH2:8][CH2:7]2)[N:5]([C:12]2[CH:17]=[CH:16][CH:15]=[CH:14][CH:13]=2)[CH2:4][N:3]1[CH2:18][C:19]1[CH:31]=[CH:30][CH:29]=[CH:28][C:20]=1[C:21]([O:23][C:24]([CH3:27])([CH3:26])[CH3:25])=[O:22].Cl[CH2:33][CH2:34][CH2:35][N:36]1[C:40]2[CH:41]=[CH:42][CH:43]=[CH:44][C:39]=2[N:38]([CH:45]2[CH2:47][CH2:46]2)[C:37]1=[O:48].[I-].[Na+].C(=O)([O-])[O-].[K+].[K+]. (7) The reactants are: [Cl:1][C:2]1[C:6]([N:7]([CH2:15][CH3:16])[C:8](=[O:14])[CH:9]([CH3:13])[CH2:10][CH:11]=[O:12])=[CH:5][N:4]([C:17]2[CH:18]=[N:19][CH:20]=[CH:21][CH:22]=2)[N:3]=1.[CH3:23][Mg]Br.C([O-])(O)=O.[Na+].CC(OI1(OC(C)=O)(OC(C)=O)OC(=O)C2C=CC=CC1=2)=O. Given the product [Cl:1][C:2]1[C:6]([N:7]([CH2:15][CH3:16])[C:8](=[O:14])[CH:9]([CH3:13])[CH2:10][C:11](=[O:12])[CH3:23])=[CH:5][N:4]([C:17]2[CH:18]=[N:19][CH:20]=[CH:21][CH:22]=2)[N:3]=1, predict the reactants needed to synthesize it. (8) Given the product [CH3:1][O:2][C:3]1[C:8]([O:9][CH3:10])=[CH:7][CH:6]=[CH:5][C:4]=1[C:15]1[C:16]([NH2:21])=[N:17][CH:18]=[CH:19][CH:20]=1, predict the reactants needed to synthesize it. The reactants are: [CH3:1][O:2][C:3]1[C:8]([O:9][CH3:10])=[CH:7][CH:6]=[CH:5][C:4]=1B(O)O.I[C:15]1[C:16]([NH2:21])=[N:17][CH:18]=[CH:19][CH:20]=1.C(=O)([O-])[O-].[Na+].[Na+]. (9) Given the product [CH2:1]([C:3]1[CH:4]=[CH:5][C:6]([C:9]2[N:10]([CH2:19][C:20]([OH:22])=[O:21])[C:11](=[O:18])[C:12]([CH:15]([CH3:17])[CH3:16])([CH3:14])[N:13]=2)=[N:7][CH:8]=1)[CH3:2], predict the reactants needed to synthesize it. The reactants are: [CH2:1]([C:3]1[CH:4]=[CH:5][C:6]([C:9]2[N:10]([CH2:19][C:20]([O:22]CC)=[O:21])[C:11](=[O:18])[C:12]([CH:15]([CH3:17])[CH3:16])([CH3:14])[N:13]=2)=[N:7][CH:8]=1)[CH3:2].[OH-].[Na+].Cl.